Dataset: NCI-60 drug combinations with 297,098 pairs across 59 cell lines. Task: Regression. Given two drug SMILES strings and cell line genomic features, predict the synergy score measuring deviation from expected non-interaction effect. (1) Drug 1: CC(CN1CC(=O)NC(=O)C1)N2CC(=O)NC(=O)C2. Drug 2: CC1=C2C(C(=O)C3(C(CC4C(C3C(C(C2(C)C)(CC1OC(=O)C(C(C5=CC=CC=C5)NC(=O)OC(C)(C)C)O)O)OC(=O)C6=CC=CC=C6)(CO4)OC(=O)C)O)C)O. Cell line: SF-295. Synergy scores: CSS=40.2, Synergy_ZIP=-9.72, Synergy_Bliss=-5.43, Synergy_Loewe=-3.00, Synergy_HSA=0.446. (2) Synergy scores: CSS=63.0, Synergy_ZIP=5.05, Synergy_Bliss=-0.0243, Synergy_Loewe=-18.1, Synergy_HSA=3.77. Drug 1: C1=CC(=CC=C1CCC2=CNC3=C2C(=O)NC(=N3)N)C(=O)NC(CCC(=O)O)C(=O)O. Cell line: NCI-H522. Drug 2: CC1C(C(CC(O1)OC2CC(CC3=C2C(=C4C(=C3O)C(=O)C5=CC=CC=C5C4=O)O)(C(=O)C)O)N)O. (3) Drug 1: CC1=C2C(C(=O)C3(C(CC4C(C3C(C(C2(C)C)(CC1OC(=O)C(C(C5=CC=CC=C5)NC(=O)OC(C)(C)C)O)O)OC(=O)C6=CC=CC=C6)(CO4)OC(=O)C)OC)C)OC. Drug 2: CCC1=CC2CC(C3=C(CN(C2)C1)C4=CC=CC=C4N3)(C5=C(C=C6C(=C5)C78CCN9C7C(C=CC9)(C(C(C8N6C)(C(=O)OC)O)OC(=O)C)CC)OC)C(=O)OC.C(C(C(=O)O)O)(C(=O)O)O. Cell line: SW-620. Synergy scores: CSS=56.4, Synergy_ZIP=-6.12, Synergy_Bliss=-8.18, Synergy_Loewe=-5.01, Synergy_HSA=-3.35. (4) Drug 1: CCCCCOC(=O)NC1=NC(=O)N(C=C1F)C2C(C(C(O2)C)O)O. Drug 2: CC1=C2C(C(=O)C3(C(CC4C(C3C(C(C2(C)C)(CC1OC(=O)C(C(C5=CC=CC=C5)NC(=O)OC(C)(C)C)O)O)OC(=O)C6=CC=CC=C6)(CO4)OC(=O)C)O)C)O. Cell line: SNB-19. Synergy scores: CSS=2.59, Synergy_ZIP=-1.96, Synergy_Bliss=-1.97, Synergy_Loewe=-0.164, Synergy_HSA=-1.26. (5) Drug 1: C1CCN(CC1)CCOC2=CC=C(C=C2)C(=O)C3=C(SC4=C3C=CC(=C4)O)C5=CC=C(C=C5)O. Drug 2: CC1=C(C(CCC1)(C)C)C=CC(=CC=CC(=CC(=O)O)C)C. Cell line: SK-MEL-28. Synergy scores: CSS=-4.37, Synergy_ZIP=7.16, Synergy_Bliss=9.46, Synergy_Loewe=1.88, Synergy_HSA=2.63. (6) Drug 1: CS(=O)(=O)C1=CC(=C(C=C1)C(=O)NC2=CC(=C(C=C2)Cl)C3=CC=CC=N3)Cl. Drug 2: C1=CN(C(=O)N=C1N)C2C(C(C(O2)CO)O)O.Cl. Cell line: NCIH23. Synergy scores: CSS=29.4, Synergy_ZIP=-11.0, Synergy_Bliss=-0.644, Synergy_Loewe=-29.5, Synergy_HSA=-0.386.